From a dataset of Catalyst prediction with 721,799 reactions and 888 catalyst types from USPTO. Predict which catalyst facilitates the given reaction. (1) Reactant: [CH3:1][C:2]1[CH:7]=[CH:6][C:5]([S:8]([NH:11][C@H:12]([CH2:16][C:17]#[CH:18])[C:13]([OH:15])=[O:14])(=[O:10])=[O:9])=[CH:4][CH:3]=1.[N:19]([C@@H:22]1[CH2:31][CH2:30][CH2:29][C:28]2[CH:27]=[C:26]([C:32]([O:34][CH3:35])=[O:33])[CH:25]=[CH:24][C:23]1=2)=[N+:20]=[N-:21].O=C1O[C@H]([C@H](CO)O)C([O-])=C1O.[Na+]. Product: [CH3:35][O:34][C:32]([C:26]1[CH:27]=[C:28]2[C:23](=[CH:24][CH:25]=1)[C@H:22]([N:19]1[CH:18]=[C:17]([CH2:16][C@@H:12]([NH:11][S:8]([C:5]3[CH:6]=[CH:7][C:2]([CH3:1])=[CH:3][CH:4]=3)(=[O:9])=[O:10])[C:13]([OH:15])=[O:14])[N:21]=[N:20]1)[CH2:31][CH2:30][CH2:29]2)=[O:33]. The catalyst class is: 664. (2) Reactant: C(Cl)(=O)C(Cl)=O.CS(C)=O.[CH2:11]([O:18][C@H:19]1[C@H:24]([O:25][CH2:26][C:27]2[CH:32]=[CH:31][CH:30]=[CH:29][CH:28]=2)[C@@H:23]([O:33][CH2:34][C:35]2[CH:40]=[CH:39][CH:38]=[CH:37][CH:36]=2)[C@@:22]([C:43]2[CH:48]=[CH:47][C:46]([Cl:49])=[C:45]([CH2:50][C:51]3[CH:56]=[CH:55][C:54]([O:57][CH3:58])=[C:53]([F:59])[C:52]=3[F:60])[CH:44]=2)([O:41][CH3:42])[O:21][C@@H:20]1[CH2:61][OH:62])[C:12]1[CH:17]=[CH:16][CH:15]=[CH:14][CH:13]=1.C(N(CC)CC)C. Product: [CH2:11]([O:18][C@H:19]1[C@H:24]([O:25][CH2:26][C:27]2[CH:32]=[CH:31][CH:30]=[CH:29][CH:28]=2)[C@@H:23]([O:33][CH2:34][C:35]2[CH:36]=[CH:37][CH:38]=[CH:39][CH:40]=2)[C@@:22]([C:43]2[CH:48]=[CH:47][C:46]([Cl:49])=[C:45]([CH2:50][C:51]3[CH:56]=[CH:55][C:54]([O:57][CH3:58])=[C:53]([F:59])[C:52]=3[F:60])[CH:44]=2)([O:41][CH3:42])[O:21][C@@H:20]1[CH:61]=[O:62])[C:12]1[CH:13]=[CH:14][CH:15]=[CH:16][CH:17]=1. The catalyst class is: 2.